From a dataset of Peptide-MHC class I binding affinity with 185,985 pairs from IEDB/IMGT. Regression. Given a peptide amino acid sequence and an MHC pseudo amino acid sequence, predict their binding affinity value. This is MHC class I binding data. (1) The peptide sequence is LTDDMIAAY. The MHC is HLA-B08:01 with pseudo-sequence HLA-B08:01. The binding affinity (normalized) is 0.0847. (2) The peptide sequence is DFGSIGGLF. The MHC is HLA-A24:02 with pseudo-sequence HLA-A24:02. The binding affinity (normalized) is 0.448. (3) The peptide sequence is INFDFNTI. The MHC is H-2-Kb with pseudo-sequence H-2-Kb. The binding affinity (normalized) is 0.703. (4) The peptide sequence is HYLCLNCLT. The MHC is HLA-A01:01 with pseudo-sequence HLA-A01:01. The binding affinity (normalized) is 0.183. (5) The peptide sequence is KTKDYVNGL. The binding affinity (normalized) is 0. The MHC is Mamu-B03 with pseudo-sequence Mamu-B03. (6) The peptide sequence is KQYNVTQAF. The MHC is HLA-A01:01 with pseudo-sequence HLA-A01:01. The binding affinity (normalized) is 0.0847. (7) The peptide sequence is IIGHIGHHY. The MHC is HLA-A68:01 with pseudo-sequence HLA-A68:01. The binding affinity (normalized) is 0.0712.